This data is from Full USPTO retrosynthesis dataset with 1.9M reactions from patents (1976-2016). The task is: Predict the reactants needed to synthesize the given product. (1) Given the product [F:1][C:2]1[C:3]([CH3:25])=[C:4]([C@@:8]2([C:21]([O:23][CH3:24])=[O:22])[CH2:12][CH2:11][C:10]([C:31]3[CH:30]=[N:29][CH:28]=[C:27]([F:26])[CH:32]=3)=[CH:9]2)[CH:5]=[CH:6][CH:7]=1, predict the reactants needed to synthesize it. The reactants are: [F:1][C:2]1[C:3]([CH3:25])=[C:4]([C@@:8]2([C:21]([O:23][CH3:24])=[O:22])[CH2:12][CH2:11][C:10](OS(C(F)(F)F)(=O)=O)=[CH:9]2)[CH:5]=[CH:6][CH:7]=1.[F:26][C:27]1[CH:28]=[N:29][CH:30]=[C:31](B(O)O)[CH:32]=1. (2) Given the product [C:6]([C:7]1[N:11]2[N:12]=[CH:13][CH:14]=[CH:15][C:10]2=[N:9][CH:8]=1)#[CH:5], predict the reactants needed to synthesize it. The reactants are: C[Si]([C:5]#[C:6][C:7]1[N:11]2[N:12]=[CH:13][CH:14]=[CH:15][C:10]2=[N:9][CH:8]=1)(C)C.[F-].C([N+](CCCC)(CCCC)CCCC)CCC. (3) Given the product [CH2:28]([O:27][C:25](=[O:26])[CH2:24][O:15][C:12]1[CH:13]=[CH:14][C:9]([O:8][CH2:1][C:2]2[CH:3]=[CH:4][CH:5]=[CH:6][CH:7]=2)=[CH:10][C:11]=1[CH2:16][CH:17]1[CH2:22][CH2:21][CH2:20][CH2:19][CH2:18]1)[CH3:29], predict the reactants needed to synthesize it. The reactants are: [CH2:1]([O:8][C:9]1[CH:14]=[CH:13][C:12]([OH:15])=[C:11]([CH2:16][CH:17]2[CH2:22][CH2:21][CH2:20][CH2:19][CH2:18]2)[CH:10]=1)[C:2]1[CH:7]=[CH:6][CH:5]=[CH:4][CH:3]=1.Br[CH2:24][C:25]([O:27][CH2:28][CH3:29])=[O:26].C(=O)([O-])[O-].[Cs+].[Cs+]. (4) Given the product [C:1]([C:4]1[O:8][C:7]2[C:9](=[O:19])[C:10]3[C:15]([C:16](=[O:17])[C:6]=2[CH:5]=1)=[C:14]([OH:18])[CH:13]=[CH:12][CH:11]=3)(=[O:3])[CH3:2].[C:1]([CH:4]1[O:8][C:7]2[C:9](=[O:19])[C:10]3[C:15]([C:16](=[O:17])[C:6]=2[CH2:5]1)=[C:14]([OH:18])[CH:13]=[CH:12][CH:11]=3)(=[O:3])[CH3:2], predict the reactants needed to synthesize it. The reactants are: [C:1]([CH:4]1[O:8][C:7]2[C:9](=[O:19])[C:10]3[C:15]([C:16](=[O:17])[C:6]=2[CH2:5]1)=[C:14]([OH:18])[CH:13]=[CH:12][CH:11]=3)(=[O:3])[CH3:2]. (5) Given the product [CH2:14]([C:9]1[CH:8]=[C:7]([CH:12]=[C:11]([CH3:13])[N:10]=1)[C:6]([OH:16])=[O:5])[CH3:15], predict the reactants needed to synthesize it. The reactants are: C([O:5][C:6](=[O:16])[C:7]1[CH:12]=[C:11]([CH3:13])[N:10]=[C:9]([CH2:14][CH3:15])[CH:8]=1)(C)(C)C.C(O)(C(F)(F)F)=O. (6) Given the product [CH3:31][N:32]([CH2:22][C:20]1[CH:19]=[C:18]([CH2:24][O:25][CH2:26][C:27]([F:30])([F:28])[F:29])[N:17]=[C:16]([NH:15][C:5]2[CH:6]=[CH:7][C:8]([N:9]3[CH:13]=[C:12]([CH3:14])[N:11]=[CH:10]3)=[C:3]([O:2][CH3:1])[CH:4]=2)[N:21]=1)[CH3:33], predict the reactants needed to synthesize it. The reactants are: [CH3:1][O:2][C:3]1[CH:4]=[C:5]([NH:15][C:16]2[N:21]=[C:20]([CH:22]=O)[CH:19]=[C:18]([CH2:24][O:25][CH2:26][C:27]([F:30])([F:29])[F:28])[N:17]=2)[CH:6]=[CH:7][C:8]=1[N:9]1[CH:13]=[C:12]([CH3:14])[N:11]=[CH:10]1.[CH3:31][NH:32][CH3:33].C(O)(=O)C.C(O[BH-](OC(=O)C)OC(=O)C)(=O)C.[Na+]. (7) Given the product [C:15]([N:4]1[CH2:5][CH2:6][N:1]([C:7]([O:9][C:10]([CH3:13])([CH3:12])[CH3:11])=[O:8])[CH2:2][CH2:3]1)(=[O:14])[NH2:16], predict the reactants needed to synthesize it. The reactants are: [N:1]1([C:7]([O:9][C:10]([CH3:13])([CH3:12])[CH3:11])=[O:8])[CH2:6][CH2:5][NH:4][CH2:3][CH2:2]1.[O-:14][C:15]#[N:16].[K+]. (8) Given the product [N:14]1[CH:15]=[CH:16][C:11]([C:8]2[CH:9]=[CH:10][C:5]([OH:4])=[CH:6][CH:7]=2)=[CH:12][CH:13]=1, predict the reactants needed to synthesize it. The reactants are: COC[O:4][C:5]1[CH:10]=[CH:9][C:8]([C:11]2[CH:16]=[CH:15][N:14]=[CH:13][CH:12]=2)=[CH:7][CH:6]=1.C([O-])(O)=O.[Na+]. (9) Given the product [NH2:1][C:2]1[C:3]([N:29]2[CH2:30][CH2:31][O:32][CH2:33][CH2:34]2)=[N:4][C:5]([CH2:14][CH2:15][CH2:16][CH2:17][C:18]2[CH:19]=[CH:20][C:21]([N:24]([CH2:25][CH3:26])[CH2:27][CH3:28])=[CH:22][CH:23]=2)=[N:6][C:7]=1[N:8]1[CH2:13][CH2:12][O:11][CH2:10][CH2:9]1, predict the reactants needed to synthesize it. The reactants are: [NH2:1][C:2]1[C:3]([N:29]2[CH2:34][CH2:33][O:32][CH2:31][CH2:30]2)=[N:4][C:5]([CH:14]=[CH:15][CH:16]=[CH:17][C:18]2[CH:23]=[CH:22][C:21]([N:24]([CH2:27][CH3:28])[CH2:25][CH3:26])=[CH:20][CH:19]=2)=[N:6][C:7]=1[N:8]1[CH2:13][CH2:12][O:11][CH2:10][CH2:9]1.